Predict the reactants needed to synthesize the given product. From a dataset of Full USPTO retrosynthesis dataset with 1.9M reactions from patents (1976-2016). (1) Given the product [CH3:20][O:21][C:22]1[CH:18]([CH2:19][CH2:9][CH:8]([CH3:11])[CH3:10])[C:4]([O:5][CH3:13])=[CH:3][CH2:2][CH:1]=1, predict the reactants needed to synthesize it. The reactants are: [CH3:1][C:2](C)=[CH:3][CH2:4][OH:5].[Li][C:8]([CH3:11])([CH3:10])[CH3:9].Br[CH2:13]CC(C)C.[CH2:18]1[CH2:22][O:21][CH2:20][CH2:19]1. (2) Given the product [Cl:23][C:13]1[N:12]=[C:11]([C:2]2[CH:3]=[N:4][CH:5]=[CH:6][CH:7]=2)[N:16]=[C:15]([N:17]2[CH2:22][CH2:21][O:20][CH2:19][CH2:18]2)[CH:14]=1, predict the reactants needed to synthesize it. The reactants are: O[C:2]1[CH:3]=[N:4][CH:5]=[CH:6][CH:7]=1.[H-].[Na+].Cl[C:11]1[N:16]=[C:15]([N:17]2[CH2:22][CH2:21][O:20][CH2:19][CH2:18]2)[CH:14]=[C:13]([Cl:23])[N:12]=1. (3) Given the product [ClH:1].[Cl:1][C:2]1[CH:3]=[C:4]([C:9]2([CH3:16])[CH2:13][CH2:14][N:25]([C:22]3[CH:23]=[CH:24][C:19]([O:18][CH3:17])=[C:20]([O:26][CH2:27][CH2:28][N:29]4[CH2:30][CH2:31][CH2:32][CH2:33][CH2:34]4)[CH:21]=3)[C:10]2=[O:12])[CH:5]=[CH:6][C:7]=1[Cl:8], predict the reactants needed to synthesize it. The reactants are: [Cl:1][C:2]1[CH:3]=[C:4]([C:9]([CH3:16])([CH2:13][CH:14]=C)[C:10]([OH:12])=O)[CH:5]=[CH:6][C:7]=1[Cl:8].[CH3:17][O:18][C:19]1[CH:24]=[CH:23][C:22]([NH2:25])=[CH:21][C:20]=1[O:26][CH2:27][CH2:28][N:29]1[CH2:34][CH2:33][CH2:32][CH2:31][CH2:30]1. (4) Given the product [CH2:1]([N:8]([CH2:21][CH2:22][O:23][CH2:24][C:25]1[CH:26]=[CH:27][CH:28]=[CH:29][CH:30]=1)[CH2:9][C@@H:10]([C:12]1[CH:17]=[CH:16][CH:15]=[C:14]([N+:18]([O-:20])=[O:19])[CH:13]=1)[O:11][Si:37]([CH2:42][CH3:43])([CH2:40][CH3:41])[CH2:38][CH3:39])[C:2]1[CH:3]=[CH:4][CH:5]=[CH:6][CH:7]=1, predict the reactants needed to synthesize it. The reactants are: [CH2:1]([N:8]([CH2:21][CH2:22][O:23][CH2:24][C:25]1[CH:30]=[CH:29][CH:28]=[CH:27][CH:26]=1)[CH2:9][C@@H:10]([C:12]1[CH:17]=[CH:16][CH:15]=[C:14]([N+:18]([O-:20])=[O:19])[CH:13]=1)[OH:11])[C:2]1[CH:7]=[CH:6][CH:5]=[CH:4][CH:3]=1.N1C=CN=C1.Cl[Si:37]([CH2:42][CH3:43])([CH2:40][CH3:41])[CH2:38][CH3:39].O. (5) Given the product [CH2:7]([O:9][C:10]1[CH:23]=[CH:22][C:13]([CH2:14][CH:15]2[S:19][C:18](=[O:20])[N:17]([CH2:25][CH2:26][NH:27][C:28](=[O:34])[O:29][C:30]([CH3:33])([CH3:32])[CH3:31])[C:16]2=[O:21])=[CH:12][CH:11]=1)[CH3:8], predict the reactants needed to synthesize it. The reactants are: C(=O)([O-])[O-].[K+].[K+].[CH2:7]([O:9][C:10]1[CH:23]=[CH:22][C:13]([CH2:14][CH:15]2[S:19][C:18](=[O:20])[NH:17][C:16]2=[O:21])=[CH:12][CH:11]=1)[CH3:8].Br[CH2:25][CH2:26][NH:27][C:28](=[O:34])[O:29][C:30]([CH3:33])([CH3:32])[CH3:31]. (6) Given the product [C:60]([C:59]1[CH:58]=[C:57]([CH:64]=[CH:63][CH:62]=1)[CH2:56][N:43]1[C:44]([CH3:55])=[C:45]([C:2]2[C:10]3[C:5](=[N:6][CH:7]=[C:8]([C:11]4[CH:16]=[CH:15][C:14]([N:17]5[CH2:22][CH2:21][N:20]([C:23]([O:25][C:26]([CH3:29])([CH3:28])[CH3:27])=[O:24])[CH2:19][CH2:18]5)=[CH:13][CH:12]=4)[CH:9]=3)[N:4]([S:30]([C:33]3[CH:39]=[CH:38][C:36]([CH3:37])=[CH:35][CH:34]=3)(=[O:32])=[O:31])[CH:3]=2)[C:41]([CH3:40])=[N:42]1)#[N:61], predict the reactants needed to synthesize it. The reactants are: I[C:2]1[C:10]2[C:5](=[N:6][CH:7]=[C:8]([C:11]3[CH:16]=[CH:15][C:14]([N:17]4[CH2:22][CH2:21][N:20]([C:23]([O:25][C:26]([CH3:29])([CH3:28])[CH3:27])=[O:24])[CH2:19][CH2:18]4)=[CH:13][CH:12]=3)[CH:9]=2)[N:4]([S:30]([C:33]2[CH:39]=[CH:38][C:36]([CH3:37])=[CH:35][CH:34]=2)(=[O:32])=[O:31])[CH:3]=1.[CH3:40][C:41]1[C:45](B2OC(C)(C)C(C)(C)O2)=[C:44]([CH3:55])[N:43]([CH2:56][C:57]2[CH:58]=[C:59]([CH:62]=[CH:63][CH:64]=2)[C:60]#[N:61])[N:42]=1.C(=O)([O-])[O-].[Na+].[Na+].